From a dataset of Oral bioavailability binary classification data from Ma et al.. Regression/Classification. Given a drug SMILES string, predict its absorption, distribution, metabolism, or excretion properties. Task type varies by dataset: regression for continuous measurements (e.g., permeability, clearance, half-life) or binary classification for categorical outcomes (e.g., BBB penetration, CYP inhibition). Dataset: bioavailability_ma. The result is 1 (high bioavailability). The compound is CN(C)CCC=C1c2ccccc2CCc2ccccc21.